Dataset: Ames mutagenicity test results for genotoxicity prediction. Task: Regression/Classification. Given a drug SMILES string, predict its toxicity properties. Task type varies by dataset: regression for continuous values (e.g., LD50, hERG inhibition percentage) or binary classification for toxic/non-toxic outcomes (e.g., AMES mutagenicity, cardiotoxicity, hepatotoxicity). Dataset: ames. (1) The drug is C=COC. The result is 0 (non-mutagenic). (2) The molecule is CCCCC(CC)COCCC#N. The result is 0 (non-mutagenic). (3) The drug is OCc1ccc2c3c(cccc13)-c1ccccc1-2. The result is 0 (non-mutagenic). (4) The molecule is COc1cc(N)ccc1C. The result is 1 (mutagenic). (5) The drug is O=NN1CCC(=O)NC1=O. The result is 1 (mutagenic). (6) The molecule is Nc1nc2ncnc-2c[nH]1. The result is 0 (non-mutagenic).